The task is: Predict hERG channel inhibition at various concentrations.. This data is from hERG Central: cardiac toxicity at 1µM, 10µM, and general inhibition. (1) The drug is O=C(NCc1ccc2c(c1)OCO2)c1cc(-c2ccncc2)nc2ccccc12. Results: hERG_inhib (hERG inhibition (general)): blocker. (2) The compound is O=S(=O)(c1ccc(Cl)cc1)c1nc(-c2ccccc2F)oc1NCCN1CCOCC1. Results: hERG_inhib (hERG inhibition (general)): blocker. (3) The compound is Fc1cccc(Cc2noc(CN3CCN(C4CCc5ccccc5C4)CC3)n2)c1. Results: hERG_inhib (hERG inhibition (general)): blocker. (4) The molecule is CCCN1CCC(NC(=S)Nc2ccc([N+](=O)[O-])cc2)CC1. Results: hERG_inhib (hERG inhibition (general)): blocker. (5) The molecule is O=C(NCc1ccccc1)c1onc(CSc2ccc(F)cc2)c1C(=O)NCCCN1CCOCC1. Results: hERG_inhib (hERG inhibition (general)): blocker. (6) The drug is O=C(c1ccc([N+](=O)[O-])cc1)N1CCN(C(=O)c2cccs2)CC1. Results: hERG_inhib (hERG inhibition (general)): blocker. (7) Results: hERG_inhib (hERG inhibition (general)): blocker. The molecule is O=C(CCc1nc(-c2ccccc2F)no1)NCCN1CCc2ccccc2C1. (8) The drug is CCOC(=O)CCC(=O)c1c(C)oc2ccc(OC)cc12. Results: hERG_inhib (hERG inhibition (general)): blocker. (9) The compound is COc1ccc(C(=O)Nc2ccc(N3CCCC3)cc2)cc1OC. Results: hERG_inhib (hERG inhibition (general)): blocker.